Dataset: Forward reaction prediction with 1.9M reactions from USPTO patents (1976-2016). Task: Predict the product of the given reaction. (1) Given the reactants [C:1]([O:5][C:6](=[O:23])[CH2:7][CH2:8][N:9]([C:13]([O:15][CH2:16][C:17]1[CH:22]=[CH:21][CH:20]=[CH:19][CH:18]=1)=[O:14])[CH2:10][CH:11]=O)([CH3:4])([CH3:3])[CH3:2].[CH3:24][O:25][C:26](=[O:39])[C@@H:27]([NH2:38])[CH2:28][CH2:29][O:30][CH2:31][C:32]1[CH:37]=[CH:36][CH:35]=[CH:34][CH:33]=1.Cl.C(N(CC)CC)C.B.N1C=CC=CC=1, predict the reaction product. The product is: [CH3:24][O:25][C:26](=[O:39])[C@@H:27]([NH:38][CH2:11][CH2:10][N:9]([C:13]([O:15][CH2:16][C:17]1[CH:22]=[CH:21][CH:20]=[CH:19][CH:18]=1)=[O:14])[CH2:8][CH2:7][C:6]([O:5][C:1]([CH3:4])([CH3:3])[CH3:2])=[O:23])[CH2:28][CH2:29][O:30][CH2:31][C:32]1[CH:37]=[CH:36][CH:35]=[CH:34][CH:33]=1. (2) Given the reactants [C:1]([C:3]1[CH:8]=[CH:7][C:6]([C:9]2[CH:14]=[CH:13][C:12]([C:15](=O)[CH2:16][CH2:17][C:18]([OH:20])=[O:19])=[CH:11][CH:10]=2)=[CH:5][CH:4]=1)#[N:2].Cl.[NH2:23][OH:24].C(=O)([O-])[O-].[Na+].[Na+], predict the reaction product. The product is: [C:1]([C:3]1[CH:8]=[CH:7][C:6]([C:9]2[CH:14]=[CH:13][C:12]([C:15](=[N:23][OH:24])[CH2:16][CH2:17][C:18]([OH:20])=[O:19])=[CH:11][CH:10]=2)=[CH:5][CH:4]=1)#[N:2]. (3) Given the reactants C(Cl)(=O)C(Cl)=O.CS(C)=O.[C:11]([O:15][C:16]([NH:18][C@H:19]1[CH2:24][CH2:23][C@H:22]([OH:25])[CH2:21][CH2:20]1)=[O:17])([CH3:14])([CH3:13])[CH3:12].C(N(CC)CC)C, predict the reaction product. The product is: [O:25]=[C:22]1[CH2:21][CH2:20][CH:19]([NH:18][C:16](=[O:17])[O:15][C:11]([CH3:13])([CH3:12])[CH3:14])[CH2:24][CH2:23]1. (4) Given the reactants Cl.[CH3:2][O:3][C:4](=[O:12])[C@H:5]([CH2:7][Si:8]([CH3:11])([CH3:10])[CH3:9])[NH2:6].C(N(CC)CC)C.[CH2:20]([O:27][C:28](ON1C(=O)CCC1=O)=[O:29])[C:21]1[CH:26]=[CH:25][CH:24]=[CH:23][CH:22]=1, predict the reaction product. The product is: [CH3:2][O:3][C:4](=[O:12])[C@H:5]([CH2:7][Si:8]([CH3:11])([CH3:10])[CH3:9])[NH:6][C:28]([O:27][CH2:20][C:21]1[CH:26]=[CH:25][CH:24]=[CH:23][CH:22]=1)=[O:29]. (5) The product is: [N:1]12[CH2:8][CH2:7][CH:4]([CH2:5][CH2:6]1)[CH:3]([NH:9][C:10]([C:12]1[CH:13]=[CH:14][CH:15]=[C:16]3[O:20][C:19]([C:21]4[CH:26]=[CH:25][C:24]([C:33]#[C:32][Si:29]([CH3:31])([CH3:30])[CH3:28])=[CH:23][CH:22]=4)=[N:18][C:17]=13)=[O:11])[CH2:2]2. Given the reactants [N:1]12[CH2:8][CH2:7][CH:4]([CH2:5][CH2:6]1)[CH:3]([NH:9][C:10]([C:12]1[CH:13]=[CH:14][CH:15]=[C:16]3[O:20][C:19]([C:21]4[CH:26]=[CH:25][C:24](I)=[CH:23][CH:22]=4)=[N:18][C:17]=13)=[O:11])[CH2:2]2.[CH3:28][Si:29]([C:32]#[CH:33])([CH3:31])[CH3:30], predict the reaction product. (6) Given the reactants Cl[C:2]1[C:7]([C:8]([F:11])([F:10])[F:9])=[CH:6][N:5]=[C:4]([NH:12][C:13]2[CH:14]=[CH:15][C:16]([CH:19]3[CH2:24][CH2:23][N:22]([C:25]([O:27][C:28]([CH3:31])([CH3:30])[CH3:29])=[O:26])[CH2:21][CH2:20]3)=[N:17][CH:18]=2)[N:3]=1.C1C=CC(P(C2C=CC=CC=2)C2C=CC=CC=2)=CC=1.[C:51]([C:53]1[CH:58]=[CH:57][CH:56]=[CH:55][C:54]=1[C:59]1([C:62]([O:64][CH3:65])=[O:63])[CH2:61][CH2:60]1)#[CH:52], predict the reaction product. The product is: [CH3:65][O:64][C:62]([C:59]1([C:54]2[CH:55]=[CH:56][CH:57]=[CH:58][C:53]=2[C:51]#[C:52][C:2]2[C:7]([C:8]([F:11])([F:10])[F:9])=[CH:6][N:5]=[C:4]([NH:12][C:13]3[CH:14]=[CH:15][C:16]([CH:19]4[CH2:24][CH2:23][N:22]([C:25]([O:27][C:28]([CH3:31])([CH3:30])[CH3:29])=[O:26])[CH2:21][CH2:20]4)=[N:17][CH:18]=3)[N:3]=2)[CH2:61][CH2:60]1)=[O:63]. (7) Given the reactants [C:1]([C:3]1[CH2:7][C:6]([C:12]2[CH:25]=[CH:24][C:15]([NH:16]C(=O)OC(C)(C)C)=[C:14]([CH3:26])[CH:13]=2)([C:8]([F:11])([F:10])[F:9])[O:5][C:4]=1[C:27]1[CH:32]=[CH:31][CH:30]=[CH:29][CH:28]=1)#[N:2].FC(F)(F)C(O)=O, predict the reaction product. The product is: [C:1]([C:3]1[CH2:7][C:6]([C:12]2[CH:25]=[CH:24][C:15]([NH2:16])=[C:14]([CH3:26])[CH:13]=2)([C:8]([F:10])([F:11])[F:9])[O:5][C:4]=1[C:27]1[CH:32]=[CH:31][CH:30]=[CH:29][CH:28]=1)#[N:2]. (8) Given the reactants [C:1]1([C:7]2[NH:8][C:9]3[C:14]([CH:15]=2)=[CH:13][CH:12]=[CH:11][CH:10]=3)[CH:6]=[CH:5][CH:4]=[CH:3][CH:2]=1.[N:16]([O-])=[O:17].[Na+], predict the reaction product. The product is: [N:16]([C:15]1[C:14]2[C:9](=[CH:10][CH:11]=[CH:12][CH:13]=2)[NH:8][C:7]=1[C:1]1[CH:6]=[CH:5][CH:4]=[CH:3][CH:2]=1)=[O:17].